From a dataset of Reaction yield outcomes from USPTO patents with 853,638 reactions. Predict the reaction yield, written as a fraction of the theoretical maximum amount of product (1.0 means a 100% yield; for example, 0.34 means a 34% yield). (1) The reactants are Cl[C:2]1[NH:6][C:5]2[CH:7]=[CH:8][C:9]([C:11]([F:14])([F:13])[F:12])=[CH:10][C:4]=2[N:3]=1.Br.[C:16]1([N:22]2[CH2:26][C:25]3([CH2:31][CH2:30][NH:29][CH2:28][CH2:27]3)[O:24][C:23]2=[O:32])[CH:21]=[CH:20][CH:19]=[CH:18][CH:17]=1.CCN(C(C)C)C(C)C. The catalyst is CS(C)=O. The product is [C:16]1([N:22]2[CH2:26][C:25]3([CH2:27][CH2:28][N:29]([C:2]4[NH:6][C:5]5[CH:7]=[CH:8][C:9]([C:11]([F:14])([F:13])[F:12])=[CH:10][C:4]=5[N:3]=4)[CH2:30][CH2:31]3)[O:24][C:23]2=[O:32])[CH:17]=[CH:18][CH:19]=[CH:20][CH:21]=1. The yield is 0.212. (2) The reactants are [CH3:1][CH:2]([CH2:9][CH2:10][CH2:11][CH2:12][N:13]=[C:14]=[O:15])[C:3]([CH3:8])([CH3:7])[N:4]=[C:5]=[O:6].[O:16]1[CH2:20][CH2:19][CH2:18][CH2:17]1.[CH:21]([O:23][CH2:24][CH2:25][CH2:26][CH2:27][OH:28])=[CH2:22].[N-]=[C:30]=[O:31].[CH3:32]O. The catalyst is C([O-])(=O)CCCCCCCCCCC.C([O-])(=O)CCCCCCCCCCC.C([Sn+2]CCCC)CCC. The product is [CH:21]([O:23][CH2:24][CH2:25][CH2:26][CH2:27][O:28][C:5](=[O:6])[NH:4][C:3]([CH3:7])([CH3:8])[CH:2]([CH3:1])[CH2:9][CH2:10][CH2:11][CH2:12][NH:13][C:14](=[O:15])[O:16][CH2:20][CH2:19][CH2:18][CH2:17][O:31][CH:30]=[CH2:32])=[CH2:22]. The yield is 0.890. (3) The reactants are [S:1]1[CH:5]=[CH:4][CH:3]=[C:2]1[S:6]([NH:9][C:10]1[CH:11]=[CH:12][CH:13]=[C:14]2[C:18]=1[NH:17][C:16]([C:19]([OH:21])=O)=[CH:15]2)(=[O:8])=[O:7].N1(O)C2C=CC=CC=2N=N1.Cl.CN(C)CCCN=C=NCC.[C:44]([NH:47][NH2:48])(=[O:46])[CH3:45]. The catalyst is O.CN(C)C=O. The product is [C:44]([NH:47][NH:48][C:19]([C:16]1[NH:17][C:18]2[C:14]([CH:15]=1)=[CH:13][CH:12]=[CH:11][C:10]=2[NH:9][S:6]([C:2]1[S:1][CH:5]=[CH:4][CH:3]=1)(=[O:7])=[O:8])=[O:21])(=[O:46])[CH3:45]. The yield is 0.770. (4) The reactants are F[C:2]1[CH:10]=[N:9][CH:8]=[CH:7][C:3]=1[C:4]([OH:6])=[O:5].Cl.[NH2:12][CH2:13][C:14]1[CH:21]=[CH:20][C:17]([C:18]#[N:19])=[CH:16][CH:15]=1.CCN(C(C)C)C(C)C. The catalyst is CC(N(C)C)=O. The product is [C:13]([C:14]1[CH:21]=[CH:20][C:17]([CH2:18][NH:19][C:2]2[CH:10]=[N:9][CH:8]=[CH:7][C:3]=2[C:4]([OH:6])=[O:5])=[CH:16][CH:15]=1)#[N:12]. The yield is 0.180. (5) The reactants are [CH3:1][C:2]([C:7]1[CH:12]=[CH:11][C:10]([OH:13])=[CH:9][CH:8]=1)([CH3:6])[C:3]([OH:5])=[O:4].S(Cl)(Cl)=O.[CH3:18]O. No catalyst specified. The product is [OH:13][C:10]1[CH:9]=[CH:8][C:7]([C:2]([CH3:1])([CH3:6])[C:3]([O:5][CH3:18])=[O:4])=[CH:12][CH:11]=1. The yield is 0.950. (6) The reactants are [N+:1]([C:4]1[CH:5]=[N:6][CH:7]=[CH:8][C:9]=1[NH2:10])([O-:3])=[O:2].CC([O-])=O.[Na+].[Br:16]Br.C([O-])(O)=O.[Na+]. The catalyst is O.C(O)(=O)C. The product is [Br:16][C:8]1[CH:7]=[N:6][CH:5]=[C:4]([N+:1]([O-:3])=[O:2])[C:9]=1[NH2:10]. The yield is 0.770. (7) The reactants are [C:1]([O:6][CH2:7][CH3:8])(=[O:5])[C:2]([O-:4])=O.[K+].P(Cl)(Cl)(Cl)=O.[CH3:15][C:16]1[CH:21]=[CH:20][C:19]([C:22]2[N:23]=[C:24]3[CH:29]=[CH:28][C:27]([CH3:30])=[CH:26][N:25]3[CH:31]=2)=[CH:18][CH:17]=1.C(N(CC)CC)C.C(=O)([O-])[O-].[Na+].[Na+]. The catalyst is C(Cl)Cl.O. The product is [CH3:15][C:16]1[CH:17]=[CH:18][C:19]([C:22]2[N:23]=[C:24]3[CH:29]=[CH:28][C:27]([CH3:30])=[CH:26][N:25]3[C:31]=2[C:2](=[O:4])[C:1]([O:6][CH2:7][CH3:8])=[O:5])=[CH:20][CH:21]=1. The yield is 0.975. (8) The reactants are [OH:1][C:2]([C:41]1[S:42][CH:43]=[CH:44][CH:45]=1)([C:36]1[S:37][CH:38]=[CH:39][CH:40]=1)[C:3]([O:5][C@H:6]1[CH2:11][CH2:10][C@H:9]([N:12]([CH3:35])[CH2:13][CH2:14][CH2:15][C:16]2[O:20][N:19]=[C:18]([C:21]3[CH:26]=[CH:25][C:24]([CH2:27][O:28]C4CCCCO4)=[CH:23][CH:22]=3)[N:17]=2)[CH2:8][CH2:7]1)=[O:4].Cl.C(=O)(O)[O-]. The catalyst is O1CCCC1. The product is [OH:1][C:2]([C:36]1[S:37][CH:38]=[CH:39][CH:40]=1)([C:41]1[S:42][CH:43]=[CH:44][CH:45]=1)[C:3]([O:5][C@H:6]1[CH2:7][CH2:8][C@H:9]([N:12]([CH2:13][CH2:14][CH2:15][C:16]2[O:20][N:19]=[C:18]([C:21]3[CH:26]=[CH:25][C:24]([CH2:27][OH:28])=[CH:23][CH:22]=3)[N:17]=2)[CH3:35])[CH2:10][CH2:11]1)=[O:4]. The yield is 0.750. (9) The reactants are C[Si](Cl)(C)C.[H-].[Al+3].[Li+].[H-].[H-].[H-].[C:12]1([P:22]([C:36]2[C:45]3[C:40](=[CH:41][CH:42]=[CH:43][CH:44]=3)[CH:39]=[CH:38][CH:37]=2)[C:23]2[CH:28]=[CH:27][CH:26]=[CH:25][C:24]=2[P:29](OCC)OCC)[C:21]2[C:16](=[CH:17][CH:18]=[CH:19][CH:20]=2)[CH:15]=[CH:14][CH:13]=1.[OH-].[Na+]. The catalyst is O.C1COCC1. The product is [C:12]1([P:22]([C:36]2[C:45]3[C:40](=[CH:41][CH:42]=[CH:43][CH:44]=3)[CH:39]=[CH:38][CH:37]=2)[C:23]2[CH:28]=[CH:27][CH:26]=[CH:25][C:24]=2[PH2:29])[C:21]2[C:16](=[CH:17][CH:18]=[CH:19][CH:20]=2)[CH:15]=[CH:14][CH:13]=1. The yield is 0.935. (10) The reactants are Cl[C:2]1[N:10]=[C:9]([Cl:11])[CH:8]=[CH:7][C:3]=1[C:4]([OH:6])=[O:5].Cl.[NH3:13]. No catalyst specified. The product is [NH2:13][C:2]1[N:10]=[C:9]([Cl:11])[CH:8]=[CH:7][C:3]=1[C:4]([OH:6])=[O:5]. The yield is 0.900.